This data is from Catalyst prediction with 721,799 reactions and 888 catalyst types from USPTO. The task is: Predict which catalyst facilitates the given reaction. (1) Reactant: [Na+].[C:2]1([CH2:8][C:9](=[O:13])[C:10]([O-:12])=[O:11])[CH:7]=[CH:6][CH:5]=[CH:4][CH:3]=1.I[CH2:15][CH2:16][CH2:17][CH2:18][CH2:19]I.O1CCCC1.[OH-].[Na+]. Product: [O:13]=[C:9]([C:8]1([C:2]2[CH:7]=[CH:6][CH:5]=[CH:4][CH:3]=2)[CH2:19][CH2:18][CH2:17][CH2:16][CH2:15]1)[C:10]([OH:12])=[O:11]. The catalyst class is: 6. (2) Reactant: Cl[C:2]1[N:7]=[C:6]([Cl:8])[N:5]=[C:4]([NH:9][CH2:10][C:11]#[CH:12])[N:3]=1.[CH:13]([NH2:16])([CH3:15])[CH3:14].C(N(CC)C(C)C)(C)C. Product: [Cl:8][C:6]1[N:7]=[C:2]([NH:16][CH:13]([CH3:15])[CH3:14])[N:3]=[C:4]([NH:9][CH2:10][C:11]#[CH:12])[N:5]=1. The catalyst class is: 12. (3) Reactant: [CH3:1][O:2][C:3]1[CH:13]=[CH:12][C:6]([C:7]([O:9][CH2:10][CH3:11])=[O:8])=[CH:5][CH:4]=1.CO[CH2:16][Cl:17].[Sn](Cl)(Cl)(Cl)Cl.O. Product: [Cl:17][CH2:16][C:4]1[CH:5]=[C:6]([CH:12]=[CH:13][C:3]=1[O:2][CH3:1])[C:7]([O:9][CH2:10][CH3:11])=[O:8]. The catalyst class is: 4. (4) Reactant: [C:1]([C:4]1[CH:15]=[CH:14][C:7]([CH:8]=[N:9][NH:10][C:11](=[S:13])[NH2:12])=[C:6]([NH2:16])[CH:5]=1)(=[O:3])[CH3:2].Br[CH2:18][C:19]([C:21]1[CH:26]=[CH:25][CH:24]=[C:23]([N+:27]([O-:29])=[O:28])[CH:22]=1)=O. Product: [NH2:16][C:6]1[CH:5]=[C:4]([C:1](=[O:3])[CH3:2])[CH:15]=[CH:14][C:7]=1[CH:8]=[N:9][NH:10][C:11]1[S:13][CH:18]=[C:19]([C:21]2[CH:26]=[CH:25][CH:24]=[C:23]([N+:27]([O-:29])=[O:28])[CH:22]=2)[N:12]=1. The catalyst class is: 1. (5) Reactant: [NH2:1][C:2]1[N:7]=[C:6]([N:8]2[C@H:13]([CH3:14])[CH2:12][CH2:11][C@H:10]([C:15](O)=[O:16])[CH2:9]2)[CH:5]=[C:4]([C:18]2[CH:23]=[CH:22][C:21]([C:24]#[N:25])=[C:20]([F:26])[CH:19]=2)[N:3]=1.CN(C(ON1N=NC2C=CC=NC1=2)=[N+](C)C)C.F[P-](F)(F)(F)(F)F.CCN(C(C)C)C(C)C.[CH:60]1([C@H:66]([NH2:68])[CH3:67])[CH2:65][CH2:64][CH2:63][CH2:62][CH2:61]1. Product: [NH2:1][C:2]1[N:7]=[C:6]([N:8]2[C@H:13]([CH3:14])[CH2:12][CH2:11][C@H:10]([C:15]([NH:68][C@@H:66]([CH:60]3[CH2:65][CH2:64][CH2:63][CH2:62][CH2:61]3)[CH3:67])=[O:16])[CH2:9]2)[CH:5]=[C:4]([C:18]2[CH:23]=[CH:22][C:21]([C:24]#[N:25])=[C:20]([F:26])[CH:19]=2)[N:3]=1. The catalyst class is: 3. (6) Reactant: CC([N:5]([CH2:9][C@@H:10]([NH:18][C:19]([C:21]1[S:22][C:23]([Cl:32])=[C:24]([C:26]2[N:30]([CH3:31])[N:29]=[N:28][CH:27]=2)[CH:25]=1)=[O:20])[CH2:11][CH:12]1[CH2:17][CH2:16][CH2:15][CH2:14][CH2:13]1)C(=O)[O-])(C)C.C1C(=O)N([Br:40])C(=O)C1. Product: [NH2:5][CH2:9][C@@H:10]([NH:18][C:19]([C:21]1[S:22][C:23]([Cl:32])=[C:24]([C:26]2[N:30]([CH3:31])[N:29]=[N:28][C:27]=2[Br:40])[CH:25]=1)=[O:20])[CH2:11][CH:12]1[CH2:17][CH2:16][CH2:15][CH2:14][CH2:13]1. The catalyst class is: 3. (7) Reactant: [CH3:1][CH:2]([C:4]1[N:8]([CH2:9][CH2:10][C@@H:11]([OH:19])[CH2:12][C@@H:13]([OH:18])[CH2:14][C:15]([OH:17])=[O:16])[C:7]([C:20]2[CH:21]=[CH:22][C:23]([F:26])=[CH:24][CH:25]=2)=[C:6]([C:27]2[CH:28]=[CH:29][CH:30]=[CH:31][CH:32]=2)[C:5]=1[C:33]([NH:35][C:36]1[CH:37]=[CH:38][CH:39]=[CH:40][CH:41]=1)=[O:34])[CH3:3].[Ca:42]. Product: [CH3:3][CH:2]([C:4]1[N:8]([CH2:9][CH2:10][C@@H:11]([OH:19])[CH2:12][C@@H:13]([OH:18])[CH2:14][C:15]([O-:17])=[O:16])[C:7]([C:20]2[CH:25]=[CH:24][C:23]([F:26])=[CH:22][CH:21]=2)=[C:6]([C:27]2[CH:32]=[CH:31][CH:30]=[CH:29][CH:28]=2)[C:5]=1[C:33]([NH:35][C:36]1[CH:41]=[CH:40][CH:39]=[CH:38][CH:37]=1)=[O:34])[CH3:1].[CH3:3][CH:2]([C:4]1[N:8]([CH2:9][CH2:10][C@@H:11]([OH:19])[CH2:12][C@@H:13]([OH:18])[CH2:14][C:15]([O-:17])=[O:16])[C:7]([C:20]2[CH:25]=[CH:24][C:23]([F:26])=[CH:22][CH:21]=2)=[C:6]([C:27]2[CH:32]=[CH:31][CH:30]=[CH:29][CH:28]=2)[C:5]=1[C:33]([NH:35][C:36]1[CH:41]=[CH:40][CH:39]=[CH:38][CH:37]=1)=[O:34])[CH3:1].[Ca+2:42]. The catalyst class is: 311. (8) Reactant: [N:1]1[C:5]2[CH:6]=[CH:7][CH:8]=[CH:9][C:4]=2[NH:3][CH:2]=1.[Li:10]CCCC.CCCCCC. Product: [N:1]1[C:5]2[CH:6]=[CH:7][CH:8]=[CH:9][C:4]=2[N-:3][CH:2]=1.[Li+:10]. The catalyst class is: 1.